Dataset: Drug half-life prediction data from Obach et al.. Task: Regression/Classification. Given a drug SMILES string, predict its absorption, distribution, metabolism, or excretion properties. Task type varies by dataset: regression for continuous measurements (e.g., permeability, clearance, half-life) or binary classification for categorical outcomes (e.g., BBB penetration, CYP inhibition). For this dataset (half_life_obach), we predict log10(half-life) (log10 of half-life in hours). (1) The molecule is CC(=O)[C@H]1CC[C@H]2[C@@H]3CC[C@@H]4C[C@H](O)CC[C@]4(C)[C@H]3CC[C@]12C. The log10(half-life) is 0.670. (2) The molecule is COc1cc2c(cc1OC)CN(c1cc(N)c3cc(OC)c(OC)cc3n1)CC2. The log10(half-life) is 0.770. (3) The molecule is COc1cc2c(cc1O)CCN[C@]21CS[C@@H]2c3c(OC(C)=O)c(C)c4c(c3[C@H](COC1=O)N1[C@@H](O)[C@@H]3Cc5cc(C)c(OC)c(O)c5[C@H]([C@H]21)N3C)OCO4. The log10(half-life) is 1.64. (4) The log10(half-life) is 1.18. The molecule is N=C(N)NC(=O)Cc1c(Cl)cccc1Cl. (5) The drug is CC(CCc1ccccc1)NCC(O)c1ccc(O)c(C(N)=O)c1. The log10(half-life) is 0.640. (6) The log10(half-life) is 1.54. The compound is CO[C@H]1C[C@@H]2CC[C@@H](C)[C@@](O)(O2)C(=O)C(=O)N2CCCC[C@H]2C(=O)O[C@H]([C@H](C)C[C@@H]2CC[C@H](n3cnnn3)[C@H](OC)C2)CC(=O)[C@H](C)/C=C(\C)[C@@H](O)[C@@H](OC)C(=O)[C@H](C)C[C@H](C)/C=C/C=C/C=C/1C. (7) The compound is CC(Cc1ccc(O)cc1)NCC(O)c1cc(O)cc(O)c1. The log10(half-life) is -0.0600. (8) The molecule is CCC(=O)OCC(=O)[C@@]1(OC(=O)CC)[C@@H](C)C[C@H]2[C@@H]3CCC4=CC(=O)C=C[C@]4(C)[C@@]3(Cl)[C@@H](O)C[C@@]21C. The log10(half-life) is -0.300. (9) The log10(half-life) is -0.0400. The drug is CC(Oc1ccccc1)C(=O)N[C@@H]1C(=O)N2[C@@H](C(=O)O)C(C)(C)S[C@H]12. (10) The compound is Cc1cccc(C)c1OCC(C)N. The log10(half-life) is 1.00.